This data is from Forward reaction prediction with 1.9M reactions from USPTO patents (1976-2016). The task is: Predict the product of the given reaction. (1) The product is: [F:13][C:2]([F:1])([F:12])[CH2:3][CH:4]1[CH2:5][NH:6][CH2:7][CH2:8][NH:9]1. Given the reactants [F:1][C:2]([F:13])([F:12])[CH2:3][CH:4]1[NH:9][C:8](=O)[CH2:7][NH:6][C:5]1=O.[H-].[H-].[H-].[H-].[Li+].[Al+3].O.[OH-].[Na+], predict the reaction product. (2) Given the reactants Cl[CH2:2][CH2:3][CH2:4][O:5][C:6]1[CH:11]=[CH:10][C:9]([C:12]2[S:13][C:14]3[CH2:19][CH2:18][N:17]([CH3:20])[CH2:16][C:15]=3[N:21]=2)=[CH:8][CH:7]=1.C(=O)([O-])[O-].[K+].[K+].[I-].[Na+].[CH3:30][CH:31]1[CH2:35][CH2:34][CH2:33][NH:32]1, predict the reaction product. The product is: [CH3:20][N:17]1[CH2:18][CH2:19][C:14]2[S:13][C:12]([C:9]3[CH:10]=[CH:11][C:6]([O:5][CH2:4][CH2:3][CH2:2][N:32]4[CH2:33][CH2:34][CH2:35][CH:31]4[CH3:30])=[CH:7][CH:8]=3)=[N:21][C:15]=2[CH2:16]1.